From a dataset of Forward reaction prediction with 1.9M reactions from USPTO patents (1976-2016). Predict the product of the given reaction. (1) Given the reactants [C:9](O[C:9]([O:11][C:12]([CH3:15])([CH3:14])[CH3:13])=[O:10])([O:11][C:12]([CH3:15])([CH3:14])[CH3:13])=[O:10].[CH3:16][O:17][C:18]1[CH:19]=[C:20]([CH:28]=[CH:29][CH:30]=1)[CH2:21][CH:22]1[CH2:27][NH:26][CH2:25][CH2:24][NH:23]1.C(N(CC)CC)C.C(OCC)(=O)C, predict the reaction product. The product is: [CH3:16][O:17][C:18]1[CH:19]=[C:20]([CH:28]=[CH:29][CH:30]=1)[CH2:21][CH:22]1[CH2:27][N:26]([C:9]([O:11][C:12]([CH3:13])([CH3:14])[CH3:15])=[O:10])[CH2:25][CH2:24][NH:23]1. (2) The product is: [CH3:60][O:59][C:57](=[O:58])[NH:56][C@H:49]([C:50]1[CH:55]=[CH:54][CH:53]=[CH:52][CH:51]=1)[C:48]([N:116]1[CH2:117][CH2:118][CH2:119][C@H:115]1[C:113]1[NH:114][C:110]([C:107]2[CH:108]=[CH:109][C:104]([C:99]3[CH:98]=[CH:97][C:96]4[C:101](=[CH:102][CH:103]=[C:94]([C:91]5[NH:90][C:89]([C@@H:88]6[CH2:87][C:82]7([O:83][CH2:84][CH2:85][O:86]7)[CH2:81][N:80]6[C:67](=[O:66])[C@@H:68]([NH:75][C:76]([O:77][CH3:78])=[O:79])[CH:69]6[CH2:74][CH2:73][O:72][CH2:71][CH2:70]6)=[N:93][CH:92]=5)[CH:95]=4)[CH:100]=3)=[CH:105][CH:106]=2)=[CH:111][N:112]=1)=[O:61]. Given the reactants COC(=O)N[C@@H](C(C)C)C(N1[C@H](C2NC(C3C=CC(C4C=CC5C(=CC=C(C6NC([C@@H]7CCCN7[C:48](=[O:61])[C@H:49]([NH:56][C:57]([O:59][CH3:60])=[O:58])[C:50]7[CH:55]=[CH:54][CH:53]=[CH:52][CH:51]=7)=NC=6)C=5)C=4)=CC=3)=CN=2)CC2(OCCO2)C1)=O.[O:66]=[C:67]([N:80]1[C@H:88]([C:89]2[NH:90][C:91]([C:94]3[CH:103]=[CH:102][C:101]4[C:96](=[CH:97][CH:98]=[C:99]([C:104]5[CH:109]=[CH:108][C:107]([C:110]6[NH:114][C:113]([C@@H:115]7[CH2:119][CH2:118][CH2:117][NH:116]7)=[N:112][CH:111]=6)=[CH:106][CH:105]=5)[CH:100]=4)[CH:95]=3)=[CH:92][N:93]=2)[CH2:87][C:82]2([O:86][CH2:85][CH2:84][O:83]2)[CH2:81]1)[C@@H:68]([NH:75][C:76](=[O:79])[O:77][CH3:78])[CH:69]1[CH2:74][CH2:73][O:72][CH2:71][CH2:70]1.Cl, predict the reaction product. (3) Given the reactants [F:1][C:2]1[CH:3]=[C:4]([C@H:9]2[NH:14][C@@H:13]([CH:15]([OH:17])[CH3:16])[CH2:12][O:11][CH2:10]2)[CH:5]=[CH:6][C:7]=1[F:8].N1C=CC=CC=1.[C:24](Cl)(=[O:28])[C:25](Cl)=[O:26], predict the reaction product. The product is: [F:1][C:2]1[CH:3]=[C:4]([C@@H:9]2[CH2:10][O:11][CH2:12][C@@H:13]3[C@H:15]([CH3:16])[O:17][C:24](=[O:28])[C:25](=[O:26])[N:14]23)[CH:5]=[CH:6][C:7]=1[F:8]. (4) Given the reactants [CH2:1]([C:3]1[O:4][C:5]2[C:11]([F:12])=[CH:10][CH:9]=[CH:8][C:6]=2[CH:7]=1)[CH3:2].N#N.[CH3:15][O:16][C:17]1[CH:25]=[CH:24][C:20]([C:21](Cl)=[O:22])=[CH:19][CH:18]=1.[Sn](Cl)(Cl)(Cl)Cl, predict the reaction product. The product is: [CH2:1]([C:3]1[O:4][C:5]2[C:11]([F:12])=[CH:10][CH:9]=[CH:8][C:6]=2[C:7]=1[C:21]([C:20]1[CH:24]=[CH:25][C:17]([O:16][CH3:15])=[CH:18][CH:19]=1)=[O:22])[CH3:2]. (5) Given the reactants [CH:1]1([CH2:4][O:5][C:6]2[CH:11]=[CH:10][N:9]3[C:12]([C:15]4[CH:24]=[CH:23][C:22]5[C:17](=[C:18]([N:25]6[CH2:30][CH2:29][C@H:28]([NH2:31])[C@H:27]([F:32])[CH2:26]6)[CH:19]=[CH:20][CH:21]=5)[N:16]=4)=[CH:13][N:14]=[C:8]3[CH:7]=2)[CH2:3][CH2:2]1.BrC1C=CC=C2C=1N=C(C1N3C=CC(OCC4CC4)=CC3=NC=1)C=C2.C1(N)C(F)=C(F)C(F)=C(N)C=1F.[ClH:70].Cl, predict the reaction product. The product is: [ClH:70].[ClH:70].[CH:1]1([CH2:4][O:5][C:6]2[CH:11]=[CH:10][N:9]3[C:12]([C:15]4[CH:24]=[CH:23][C:22]5[C:17](=[C:18]([N:25]6[CH2:30][CH2:29][C@H:28]([NH2:31])[C@H:27]([F:32])[CH2:26]6)[CH:19]=[CH:20][CH:21]=5)[N:16]=4)=[CH:13][N:14]=[C:8]3[CH:7]=2)[CH2:2][CH2:3]1. (6) Given the reactants [CH3:1][O:2][C:3]1[CH:4]=[C:5]([NH:9][C:10]2[C:19]3[C:14](=[CH:15][CH:16]=[CH:17][C:18]=3[CH2:20][N:21]3[CH2:26][CH2:25][C@@H:24]([NH:27]C(=O)OCC=C)[C@H:23]([C:34](=[O:37])[NH:35][CH3:36])[CH2:22]3)[N:13]=[CH:12][N:11]=2)[CH:6]=[CH:7][CH:8]=1.N(C)C, predict the reaction product. The product is: [NH2:27][C@@H:24]1[CH2:25][CH2:26][N:21]([CH2:20][C:18]2[CH:17]=[CH:16][CH:15]=[C:14]3[C:19]=2[C:10]([NH:9][C:5]2[CH:6]=[CH:7][CH:8]=[C:3]([O:2][CH3:1])[CH:4]=2)=[N:11][CH:12]=[N:13]3)[CH2:22][C@H:23]1[C:34]([NH:35][CH3:36])=[O:37]. (7) Given the reactants C(C1C=CC(C(NC2C=CC(C3C=C4C(CN([C@@H](C(C)C)C(O)=O)C4=O)=CC=3)=NC=2)=O)=CC=1)(C)(C)C.[C:37]([C:41]1[CH:74]=[CH:73][C:44]([C:45]([NH:47][C:48]2[CH:53]=[CH:52][C:51]([C:54]3[CH:62]=[C:61]4[C:57]([CH2:58][N:59]([C@@H:64]([CH:69]([CH3:71])[CH3:70])[C:65]([O:67]C)=[O:66])[C:60]4=[O:63])=[CH:56][CH:55]=3)=[C:50]([CH3:72])[CH:49]=2)=[O:46])=[CH:43][CH:42]=1)([CH3:40])([CH3:39])[CH3:38], predict the reaction product. The product is: [C:37]([C:41]1[CH:74]=[CH:73][C:44]([C:45]([NH:47][C:48]2[CH:53]=[CH:52][C:51]([C:54]3[CH:62]=[C:61]4[C:57]([CH2:58][N:59]([C@@H:64]([CH:69]([CH3:70])[CH3:71])[C:65]([OH:67])=[O:66])[C:60]4=[O:63])=[CH:56][CH:55]=3)=[C:50]([CH3:72])[CH:49]=2)=[O:46])=[CH:43][CH:42]=1)([CH3:38])([CH3:40])[CH3:39]. (8) Given the reactants [F:1][C:2]1[C:24]([S:25][CH:26]2[CH2:31][CH2:30][N:29]([CH:32]([CH3:34])[CH3:33])[CH2:28][CH2:27]2)=[CH:23][C:5]2[C:6]3[N:7]([CH:11]=[C:12]([C:14]4[N:18]([CH:19]([CH3:21])[CH3:20])[N:17]=[C:16]([CH3:22])[N:15]=4)[N:13]=3)[CH2:8][CH2:9][O:10][C:4]=2[CH:3]=1.C(O)(C(F)(F)F)=[O:36].C1C=C(Cl)C=C(C(OO)=O)C=1, predict the reaction product. The product is: [F:1][C:2]1[C:24]([S:25]([CH:26]2[CH2:27][CH2:28][N:29]([CH:32]([CH3:34])[CH3:33])[CH2:30][CH2:31]2)=[O:36])=[CH:23][C:5]2[C:6]3[N:7]([CH:11]=[C:12]([C:14]4[N:18]([CH:19]([CH3:20])[CH3:21])[N:17]=[C:16]([CH3:22])[N:15]=4)[N:13]=3)[CH2:8][CH2:9][O:10][C:4]=2[CH:3]=1.